This data is from Full USPTO retrosynthesis dataset with 1.9M reactions from patents (1976-2016). The task is: Predict the reactants needed to synthesize the given product. (1) Given the product [CH2:4]([N:3]([CH2:2][CH3:1])[CH2:6][CH2:7][NH:8][C:9](=[O:10])[C:11]1[CH:16]=[CH:15][C:14]([NH:17][C:35]([NH:34][C:31]2[CH:32]=[CH:33][C:28]([O:27][C:26]([F:25])([F:37])[F:38])=[CH:29][CH:30]=2)=[O:36])=[CH:13][CH:12]=1)[CH3:5], predict the reactants needed to synthesize it. The reactants are: [CH3:1][CH2:2][N:3]([CH2:6][CH2:7][NH:8][C:9]([C:11]1[CH:12]=[CH:13][C:14]([NH2:17])=[CH:15][CH:16]=1)=[O:10])[CH2:4][CH3:5].C(N(CC)CC)C.[F:25][C:26]([F:38])([F:37])[O:27][C:28]1[CH:33]=[CH:32][C:31]([N:34]=[C:35]=[O:36])=[CH:30][CH:29]=1.C(O)C(N)(CO)CO. (2) Given the product [C:27]1([CH:26]=[CH:25][C:5]2[CH:4]=[C:3]([OH:2])[C:8]([CH2:9][CH2:10][CH2:11][CH2:12][CH2:13][CH2:14][CH2:15][CH2:16][CH2:17][CH2:18][CH2:19][CH2:20][CH2:21][CH3:22])=[C:7]([OH:23])[CH:6]=2)[CH:28]=[CH:29][CH:30]=[CH:31][CH:32]=1, predict the reactants needed to synthesize it. The reactants are: C[O:2][C:3]1[CH:4]=[C:5]([CH:25]=[CH:26][C:27]2[CH:32]=[CH:31][CH:30]=[CH:29][CH:28]=2)[CH:6]=[C:7]([O:23]C)[C:8]=1[CH2:9][CH2:10][CH2:11][CH2:12][CH2:13][CH2:14][CH2:15][CH2:16][CH2:17][CH2:18][CH2:19][CH2:20][CH2:21][CH3:22].B(Br)(Br)Br. (3) Given the product [NH2:1][C:4]1[CH:5]=[CH:6][C:7]2[NH:12][C:11](=[O:13])[CH2:10][O:9][C:8]=2[CH:14]=1, predict the reactants needed to synthesize it. The reactants are: [N+:1]([C:4]1[CH:5]=[CH:6][C:7]2[NH:12][C:11](=[O:13])[CH2:10][O:9][C:8]=2[CH:14]=1)([O-])=O. (4) The reactants are: C(OC([N:8]1[CH2:13][CH2:12][CH:11]([S:14][C:15]2[CH:20]=[CH:19][CH:18]=[CH:17][C:16]=2[C:21]([F:24])([F:23])[F:22])[CH2:10][CH2:9]1)=O)(C)(C)C.[ClH:25]. Given the product [ClH:25].[F:23][C:21]([F:22])([F:24])[C:16]1[CH:17]=[CH:18][CH:19]=[CH:20][C:15]=1[S:14][CH:11]1[CH2:12][CH2:13][NH:8][CH2:9][CH2:10]1, predict the reactants needed to synthesize it. (5) Given the product [C:35]1([CH:28]([C:29]2[CH:34]=[CH:33][CH:32]=[CH:31][CH:30]=2)[N:21]2[C:22]3[C:27](=[CH:26][CH:25]=[CH:24][CH:23]=3)[C@:19]([C:10]3[C:9]([OH:8])=[CH:18][C:13]4[O:14][CH2:15][CH2:16][O:17][C:12]=4[CH:11]=3)([CH2:42][OH:43])[C:20]2=[O:41])[CH:36]=[CH:37][CH:38]=[CH:39][CH:40]=1, predict the reactants needed to synthesize it. The reactants are: C([O:8][C:9]1[C:10]([C@:19]2([CH2:42][O:43]CC3C=CC=CC=3)[C:27]3[C:22](=[CH:23][CH:24]=[CH:25][CH:26]=3)[N:21]([CH:28]([C:35]3[CH:40]=[CH:39][CH:38]=[CH:37][CH:36]=3)[C:29]3[CH:34]=[CH:33][CH:32]=[CH:31][CH:30]=3)[C:20]2=[O:41])=[CH:11][C:12]2[O:17][CH2:16][CH2:15][O:14][C:13]=2[CH:18]=1)C1C=CC=CC=1. (6) Given the product [CH2:25]([O:26][CH2:27][C:8]1([C:11]([O:13][CH2:14][CH3:15])=[O:12])[CH2:7][CH2:6][C:5](=[O:1])[CH2:10][CH2:9]1)[C:22]1[CH:21]=[CH:23][CH:65]=[CH:61][CH:62]=1, predict the reactants needed to synthesize it. The reactants are: [O:1]1[C:5]2([CH2:10][CH2:9][CH:8]([C:11]([O:13][CH2:14][CH3:15])=[O:12])[CH2:7][CH2:6]2)OCC1.[Li+].CC([N-][CH:21]([CH3:23])[CH3:22])C.Cl[CH2:25][O:26][CH2:27]C1C=CC=CC=1.O=[N+]([O-])[O-].[O-][N+](=O)[O-].[O-][N+](=O)[O-].[O-][N+](=O)[O-].[O-][N+](=O)[O-].[O-][N+](=O)[O-].[Ce+4].[NH4+].[NH4+].[CH2:61]1[CH2:65]OC[CH2:62]1. (7) Given the product [C:3]([O:7][C@@H:8]([C:15]1[C:16]([CH3:45])=[N:17][C:18]([CH3:44])=[C:19]([C:28]2[CH:29]=[CH:30][C:31]([O:34][CH2:35][CH2:36][C:37]3[CH:42]=[CH:41][C:40]([F:43])=[CH:39][CH:38]=3)=[CH:32][CH:33]=2)[C:20]=1[N:21]1[CH2:26][CH2:25][CH:24]([CH3:27])[CH2:23][CH2:22]1)[C:9]([OH:11])=[O:10])([CH3:6])([CH3:5])[CH3:4], predict the reactants needed to synthesize it. The reactants are: [OH-].[Na+].[C:3]([O:7][C@@H:8]([C:15]1[C:16]([CH3:45])=[N:17][C:18]([CH3:44])=[C:19]([C:28]2[CH:33]=[CH:32][C:31]([O:34][CH2:35][CH2:36][C:37]3[CH:42]=[CH:41][C:40]([F:43])=[CH:39][CH:38]=3)=[CH:30][CH:29]=2)[C:20]=1[N:21]1[CH2:26][CH2:25][CH:24]([CH3:27])[CH2:23][CH2:22]1)[C:9]([O:11]C(C)C)=[O:10])([CH3:6])([CH3:5])[CH3:4].Cl.